Dataset: Full USPTO retrosynthesis dataset with 1.9M reactions from patents (1976-2016). Task: Predict the reactants needed to synthesize the given product. Given the product [CH:1]([O:4][C:5]1[N:6]=[CH:7][C:8]([B:11]([OH:13])[OH:12])=[CH:9][N:16]=1)([CH3:2])[CH3:3], predict the reactants needed to synthesize it. The reactants are: [CH:1]([O:4][C:5]1C=[CH:9][C:8]([B:11]([OH:13])[OH:12])=[CH:7][N:6]=1)([CH3:3])[CH3:2].ClC1C=CC(Br)=C[N:16]=1.